From a dataset of Full USPTO retrosynthesis dataset with 1.9M reactions from patents (1976-2016). Predict the reactants needed to synthesize the given product. (1) Given the product [C:17]([O:23][CH2:24][N:25]1[C:34](=[O:35])[C:33]2[C:28](=[CH:16][C:13]([O:12][CH3:10])=[CH:15][C:32]=2[O:36][CH2:37][CH2:38][Cl:39])[N:27]=[CH:26]1)(=[O:22])[C:18]([CH3:21])([CH3:20])[CH3:19], predict the reactants needed to synthesize it. The reactants are: [CH3:15][C:13]([O:12][C:10](/N=N/[C:10]([O:12][C:13]([CH3:16])([CH3:15])C)=O)=O)(C)[CH3:16].[C:17]([O:23][CH2:24][N:25]1[C:34](=[O:35])[C:33]2[C:28](=CC(O)=C[C:32]=2[O:36][CH2:37][CH2:38][Cl:39])[N:27]=[CH:26]1)(=[O:22])[C:18]([CH3:21])([CH3:20])[CH3:19].CO.C1(P(C2C=CC=CC=2)C2C=CC=CC=2)C=CC=CC=1. (2) Given the product [Cl:10][C:11]1[CH:19]=[C:18]([F:20])[CH:17]=[CH:16][C:12]=1[C:13]([N:64]1[CH2:63][CH2:62][N:61]([C:44](=[O:43])[CH2:45][NH:46][C:47]([C:49]2[CH:54]=[CH:53][C:52]([C:55]3[CH:60]=[CH:59][CH:58]=[CH:57][CH:56]=3)=[CH:51][CH:50]=2)=[O:48])[CH2:66][CH2:65]1)=[O:15], predict the reactants needed to synthesize it. The reactants are: CCN(C(C)C)C(C)C.[Cl:10][C:11]1[CH:19]=[C:18]([F:20])[CH:17]=[CH:16][C:12]=1[C:13]([OH:15])=O.C1C=CC2N(O)N=NC=2C=1.CCN=C=NCCCN(C)C.Cl.[O:43]=[C:44]([N:61]1[CH2:66][CH2:65][NH:64][CH2:63][CH2:62]1)[CH2:45][NH:46][C:47]([C:49]1[CH:54]=[CH:53][C:52]([C:55]2[CH:60]=[CH:59][CH:58]=[CH:57][CH:56]=2)=[CH:51][CH:50]=1)=[O:48]. (3) Given the product [CH3:39][C:38]1[CH:31]=[C:32]([CH2:33][NH:34][C:11]([CH:10]([C:14]2[CH:19]=[CH:18][C:17]([C:20]3[CH:25]=[CH:24][CH:23]=[CH:22][CH:21]=3)=[CH:16][CH:15]=2)[NH:9][C:7]([C@H:6]([CH2:26][CH:27]([CH3:29])[CH3:28])[CH2:5][C:3]([O:2][CH3:1])=[O:4])=[O:8])=[O:12])[CH:35]=[CH:36][C:37]=1[CH3:40], predict the reactants needed to synthesize it. The reactants are: [CH3:1][O:2][C:3]([CH2:5][C@@H:6]([CH2:26][CH:27]([CH3:29])[CH3:28])[C:7]([NH:9][CH:10]([C:14]1[CH:19]=[CH:18][C:17]([C:20]2[CH:25]=[CH:24][CH:23]=[CH:22][CH:21]=2)=[CH:16][CH:15]=1)[C:11](O)=[O:12])=[O:8])=[O:4].C[C:31]1[C:38]([CH3:39])=[CH:37][CH:36]=[CH:35][C:32]=1[CH2:33][NH2:34].[CH3:40]CN=C=NCCCN(C)C.Cl.C1C=CC2N(O)N=NC=2C=1.CCN(C(C)C)C(C)C. (4) Given the product [CH3:1][O:2][C:3]([C:5]1[CH:10]([C:11]2[CH:16]=[CH:15][C:14]([C:17]#[N:18])=[CH:13][C:12]=2[CH2:19][OH:20])[N:9]2[C:21](=[O:24])[NH:22][N:23]=[C:8]2[N:7]([C:25]2[CH:30]=[CH:29][CH:28]=[C:27]([C:31]([F:33])([F:32])[F:34])[CH:26]=2)[C:6]=1[CH3:35])=[O:4], predict the reactants needed to synthesize it. The reactants are: [CH3:1][O:2][C:3]([C:5]1[CH:10]([C:11]2[CH:16]=[CH:15][C:14]([C:17]#[N:18])=[CH:13][C:12]=2[CH:19]=[O:20])[N:9]2[C:21](=[O:24])[NH:22][N:23]=[C:8]2[N:7]([C:25]2[CH:30]=[CH:29][CH:28]=[C:27]([C:31]([F:34])([F:33])[F:32])[CH:26]=2)[C:6]=1[CH3:35])=[O:4].[BH4-].[Na+]. (5) Given the product [OH:26][C:22]1[C:13]2[CH2:14][C@@H:15]3[C:19]([CH3:20])([CH3:21])[C@:11]([CH3:10])([C:12]=2[CH:25]=[CH:24][CH:23]=1)[CH2:18][CH2:17][N:16]3[C:7]([N:1]1[CH2:6][CH2:5][CH2:4][CH2:3][CH2:2]1)=[O:8], predict the reactants needed to synthesize it. The reactants are: [N:1]1([C:7](Cl)=[O:8])[CH2:6][CH2:5][CH2:4][CH2:3][CH2:2]1.[CH3:10][C@:11]12[C:19]([CH3:21])([CH3:20])[C@H:15]([NH:16][CH2:17][CH2:18]1)[CH2:14][C:13]1[C:22]([OH:26])=[CH:23][CH:24]=[CH:25][C:12]2=1.C(N(CC)CC)C.O. (6) Given the product [C:1]([O:5][C:6]([N:8]1[C:12]2=[N:13][C:14]([F:17])=[CH:15][CH:16]=[C:11]2[C:10]([CH2:18][Br:26])=[N:9]1)=[O:7])([CH3:4])([CH3:3])[CH3:2], predict the reactants needed to synthesize it. The reactants are: [C:1]([O:5][C:6]([N:8]1[C:12]2=[N:13][C:14]([F:17])=[CH:15][CH:16]=[C:11]2[C:10]([CH3:18])=[N:9]1)=[O:7])([CH3:4])([CH3:3])[CH3:2].C1C(=O)N([Br:26])C(=O)C1.C(OOC(=O)C1C=CC=CC=1)(=O)C1C=CC=CC=1. (7) Given the product [Cl:1][C:2]1[CH:3]=[CH:4][C:5]([C:8]2[C:13]([O:14][CH2:15][C:16]([F:18])([F:19])[F:17])=[CH:12][N:11]=[C:10]([C:20]([NH:32][CH2:31][C:28]3[CH:27]=[C:26]([C:25]([F:34])([F:33])[F:24])[O:30][N:29]=3)=[O:22])[CH:9]=2)=[CH:6][CH:7]=1, predict the reactants needed to synthesize it. The reactants are: [Cl:1][C:2]1[CH:7]=[CH:6][C:5]([C:8]2[C:13]([O:14][CH2:15][C:16]([F:19])([F:18])[F:17])=[CH:12][N:11]=[C:10]([C:20]([OH:22])=O)[CH:9]=2)=[CH:4][CH:3]=1.Cl.[F:24][C:25]([F:34])([F:33])[C:26]1[O:30][N:29]=[C:28]([CH2:31][NH2:32])[CH:27]=1. (8) Given the product [CH3:12][O:13][C:14]1[CH:21]=[C:20]([O:22][CH3:23])[CH:19]=[CH:18][C:15]=1[CH2:16][NH:17][C:2]1[CH:7]=[C:6]([F:8])[CH:5]=[CH:4][C:3]=1[N+:9]([O-:11])=[O:10], predict the reactants needed to synthesize it. The reactants are: F[C:2]1[CH:7]=[C:6]([F:8])[CH:5]=[CH:4][C:3]=1[N+:9]([O-:11])=[O:10].[CH3:12][O:13][C:14]1[CH:21]=[C:20]([O:22][CH3:23])[CH:19]=[CH:18][C:15]=1[CH2:16][NH2:17].CCN(C(C)C)C(C)C. (9) Given the product [C:2]([C:7]1[O:11][C:10]([CH2:12][N:13]2[CH:17]=[C:16]([NH:18][C:33]([C:29]3[N:30]=[CH:31][O:32][C:28]=3[C:24]3[CH:25]=[CH:26][CH:27]=[C:22]([O:21][C:20]([F:36])([F:19])[F:37])[CH:23]=3)=[O:34])[CH:15]=[N:14]2)=[CH:9][CH:8]=1)(=[O:6])[CH3:1], predict the reactants needed to synthesize it. The reactants are: [CH3:1][C:2]1([C:7]2[O:11][C:10]([CH2:12][N:13]3[CH:17]=[C:16]([NH2:18])[CH:15]=[N:14]3)=[CH:9][CH:8]=2)[O:6]CCO1.[F:19][C:20]([F:37])([F:36])[O:21][C:22]1[CH:23]=[C:24]([C:28]2[O:32][CH:31]=[N:30][C:29]=2[C:33](O)=[O:34])[CH:25]=[CH:26][CH:27]=1.